This data is from Peptide-MHC class I binding affinity with 185,985 pairs from IEDB/IMGT. The task is: Regression. Given a peptide amino acid sequence and an MHC pseudo amino acid sequence, predict their binding affinity value. This is MHC class I binding data. (1) The peptide sequence is WLVLRINKAL. The MHC is HLA-A68:02 with pseudo-sequence HLA-A68:02. The binding affinity (normalized) is 0.224. (2) The peptide sequence is FHKRDMRLL. The MHC is HLA-A03:01 with pseudo-sequence HLA-A03:01. The binding affinity (normalized) is 0.0847. (3) The binding affinity (normalized) is 0.739. The peptide sequence is MLCMFIPSV. The MHC is HLA-A02:02 with pseudo-sequence HLA-A02:02. (4) The peptide sequence is REPTDLKQF. The MHC is HLA-B18:01 with pseudo-sequence HLA-B18:01. The binding affinity (normalized) is 0. (5) The peptide sequence is YCNYTRFWY. The MHC is HLA-A26:01 with pseudo-sequence HLA-A26:01. The binding affinity (normalized) is 0.0951.